Dataset: Drug-target binding data from BindingDB using IC50 measurements. Task: Regression. Given a target protein amino acid sequence and a drug SMILES string, predict the binding affinity score between them. We predict pIC50 (pIC50 = -log10(IC50 in M); higher means more potent). Dataset: bindingdb_ic50. (1) The drug is CCOC(C)(C)c1cccc(-c2cc3nccc(N[C@@H]4C[C@H](COS(N)(=O)=O)[C@@H](O)[C@H]4O)n3n2)c1. The pIC50 is 8.0. The target protein (P51965) has sequence MSDDDSRASTSSSSSSSSNQQTEKETNTPKKKESKVSMSKNSKLLSTSAKRIQKELADITLDPPPNCSAGPKGDNIYEWRSTILGPPGSVYEGGVFFLDITFTPEYPFKPPKVTFRTRIYHCNINSQGVICLDILKDNWSPALTISKVLLSICSLLTDCNPADPLVGSIATQYMTNRAEHDRMARQWTKRYAT. (2) The small molecule is C#CCn1cc(/C=N/NC(=O)c2cc3ccccc3o2)c2ccccc21. The target protein sequence is DNENVVNEYSSELEKHQLYIDETVNSNIPTNLRVLRSILENLRSKIQKLESDVSAQMEYCRTPCTVSCNIPVVSGKECEEIIRKGGETSEMYLIQPDSSVKPYRVYCDMNTENGGWTVIQNRQDGSVDFGRKWDPYKQGFGNVATNTDGKNYCGLPGEYWLGNDKISQLTRMGPTELLIEMEDWKGDKVKAHYGGFTVQNEANKYQISVNKYRGTAGNALMDGASQLMGENRTMTIHNGMFFSTYDRDNDGWLTSDPRKQCSKEDGGGWWYNRCHAANPNGRYYWGGQYTWDMAKHGTDDGVVWMNWKGSWYSMRKMSMKIRPFFPQQ. The pIC50 is 4.1. (3) The small molecule is COCCOCCOCc1ccc(Oc2cncc3sc(C(N)=O)cc23)cc1. The target protein (P16581) has sequence MIASQFLSALTLVLLIKESGAWSYNTSTEAMTYDEASAYCQQRYTHLVAIQNKEEIEYLNSILSYSPSYYWIGIRKVNNVWVWVGTQKPLTEEAKNWAPGEPNNRQKDEDCVEIYIKREKDVGMWNDERCSKKKLALCYTAACTNTSCSGHGECVETINNYTCKCDPGFSGLKCEQIVNCTALESPEHGSLVCSHPLGNFSYNSSCSISCDRGYLPSSMETMQCMSSGEWSAPIPACNVVECDAVTNPANGFVECFQNPGSFPWNTTCTFDCEEGFELMGAQSLQCTSSGNWDNEKPTCKAVTCRAVRQPQNGSVRCSHSPAGEFTFKSSCNFTCEEGFMLQGPAQVECTTQGQWTQQIPVCEAFQCTALSNPERGYMNCLPSASGSFRYGSSCEFSCEQGFVLKGSKRLQCGPTGEWDNEKPTCEAVRCDAVHQPPKGLVRCAHSPIGEFTYKSSCAFSCEEGFELHGSTQLECTSQGQWTEEVPSCQVVKCSSLAVPG.... The pIC50 is 8.3.